Dataset: Forward reaction prediction with 1.9M reactions from USPTO patents (1976-2016). Task: Predict the product of the given reaction. Given the reactants Br[C:2]1[CH:7]=[CH:6][C:5]([C:8]([N:10]2[CH2:15][CH2:14][N:13]([C:16]3[C:21]([CH3:22])=[CH:20][C:19]([CH2:23][CH3:24])=[CH:18][N:17]=3)[CH2:12][CH2:11]2)=[O:9])=[C:4]([N:25]2[CH2:29][CH2:28][CH2:27][S:26]2(=[O:31])=[O:30])[CH:3]=1.[CH3:32][C:33]1([CH3:39])[O:37][C:36](=[O:38])[N:35]=[CH:34]1, predict the reaction product. The product is: [O:30]=[S:26]1(=[O:31])[CH2:27][CH2:28][CH2:29][N:25]1[C:4]1[CH:3]=[C:2]([N:35]2[CH2:34][C:33]([CH3:39])([CH3:32])[O:37][C:36]2=[O:38])[CH:7]=[CH:6][C:5]=1[C:8]([N:10]1[CH2:15][CH2:14][N:13]([C:16]2[C:21]([CH3:22])=[CH:20][C:19]([CH2:23][CH3:24])=[CH:18][N:17]=2)[CH2:12][CH2:11]1)=[O:9].